Task: Predict the reactants needed to synthesize the given product.. Dataset: Full USPTO retrosynthesis dataset with 1.9M reactions from patents (1976-2016) (1) Given the product [Cl:7][C:8]1[CH:17]=[CH:16][C:15]2[CH2:14][N:13]([CH2:6][CH2:5][S:2]([CH3:1])(=[O:4])=[O:3])[CH2:12][CH2:11][C:10]=2[N:9]=1, predict the reactants needed to synthesize it. The reactants are: [CH3:1][S:2]([CH:5]=[CH2:6])(=[O:4])=[O:3].[Cl:7][C:8]1[CH:17]=[CH:16][C:15]2[CH2:14][NH:13][CH2:12][CH2:11][C:10]=2[N:9]=1. (2) Given the product [CH3:18][N:17]([CH3:19])[CH2:16][CH2:15][O:10][C:6]1[CH:7]=[CH:8][CH:9]=[C:4]([N+:1]([O-:3])=[O:2])[CH:5]=1, predict the reactants needed to synthesize it. The reactants are: [N+:1]([C:4]1[CH:5]=[C:6]([OH:10])[CH:7]=[CH:8][CH:9]=1)([O-:3])=[O:2].[OH-].[K+].Cl.Cl[CH2:15][CH2:16][N:17]([CH3:19])[CH3:18]. (3) Given the product [CH2:21]([O:23][C:14]([CH:10]1[O:11][CH2:12][CH2:13][N:8]([CH2:1][C:2]2[CH:7]=[CH:6][CH:5]=[CH:4][CH:3]=2)[CH2:9]1)=[O:17])[CH3:22], predict the reactants needed to synthesize it. The reactants are: [CH2:1]([N:8]1[CH2:13][CH2:12][O:11][CH:10]([C:14]#N)[CH2:9]1)[C:2]1[CH:7]=[CH:6][CH:5]=[CH:4][CH:3]=1.S(=O)(=O)(O)[OH:17].[CH2:21]([OH:23])[CH3:22]. (4) Given the product [Cl:1][C:2]1[CH:20]=[CH:19][C:5]2[NH:6][C:7]3[N:8]=[CH:9][CH:10]=[CH:11][C:12]=3[C:13]([CH:16]([F:18])[F:17])([CH:21]([O:26][CH:27]([CH3:28])[CH3:29])[O:30][CH:31]([CH3:32])[CH3:33])[C:4]=2[CH:3]=1, predict the reactants needed to synthesize it. The reactants are: [Cl:1][C:2]1[CH:20]=[CH:19][C:5]2[NH:6][C:7]3[N:8]=[CH:9][CH:10]=[CH:11][C:12]=3[C:13]([CH:16]([F:18])[F:17])(C=O)[C:4]=2[CH:3]=1.[CH:21]([O:30][CH:31]([CH3:33])[CH3:32])([O:26][CH:27]([CH3:29])[CH3:28])OC(C)C.CC1C=CC(S(O)(=O)=O)=CC=1.O.CCOC(C)=O.CCCCCC. (5) The reactants are: [CH:1]1([CH:4]=[C:5]([C:7]2[CH:12]=[CH:11][CH:10]=[C:9]([C:13]#[C:14][C:15]3[CH:20]=[CH:19][C:18]([O:21][CH:22]([F:24])[F:23])=[CH:17][CH:16]=3)[CH:8]=2)[F:6])[CH2:3][CH2:2]1.CS(C)=[O:27].[OH2:29]. Given the product [CH:1]1([CH:4]=[C:5]([C:7]2[CH:8]=[C:9]([C:13](=[O:27])[C:14]([C:15]3[CH:20]=[CH:19][C:18]([O:21][CH:22]([F:24])[F:23])=[CH:17][CH:16]=3)=[O:29])[CH:10]=[CH:11][CH:12]=2)[F:6])[CH2:3][CH2:2]1, predict the reactants needed to synthesize it. (6) Given the product [Br:36][C:37]1[CH:42]=[CH:41][C:40]([S:43]([N:46]2[CH2:47][CH2:48][CH:49]([CH2:52][O:53][C:54]3[C:62]([CH:63]4[CH2:64][CH2:65]4)=[CH:61][C:57]([C:58]([NH:74][S:71]([CH:68]4[CH2:70][CH2:69]4)(=[O:73])=[O:72])=[O:59])=[C:56]([F:66])[CH:55]=3)[CH2:50][CH2:51]2)(=[O:44])=[O:45])=[CH:39][C:38]=1[Cl:67], predict the reactants needed to synthesize it. The reactants are: ClC1C(F)=C(C=C(C(F)(F)F)C=1)CN1CCC(COC2C(C3CC3)=CC(C(O)=O)=C(F)C=2)(F)CC1.[Br:36][C:37]1[CH:42]=[CH:41][C:40]([S:43]([N:46]2[CH2:51][CH2:50][CH:49]([CH2:52][O:53][C:54]3[C:62]([CH:63]4[CH2:65][CH2:64]4)=[CH:61][C:57]([C:58](O)=[O:59])=[C:56]([F:66])[CH:55]=3)[CH2:48][CH2:47]2)(=[O:45])=[O:44])=[CH:39][C:38]=1[Cl:67].[CH:68]1([S:71]([NH2:74])(=[O:73])=[O:72])[CH2:70][CH2:69]1. (7) Given the product [ClH:1].[Cl:16][C:12]1[CH:11]=[C:10]([C:4]2[N:3]=[C:2]([NH:25][C:24]3[CH:23]=[CH:22][C:21]([CH2:20][CH2:19][N:18]([CH3:17])[CH3:28])=[CH:27][CH:26]=3)[CH:7]=[C:6]([CH2:8][CH3:9])[N:5]=2)[CH:15]=[CH:14][CH:13]=1, predict the reactants needed to synthesize it. The reactants are: [Cl:1][C:2]1[CH:7]=[C:6]([CH2:8][CH3:9])[N:5]=[C:4]([C:10]2[CH:15]=[CH:14][CH:13]=[C:12]([Cl:16])[CH:11]=2)[N:3]=1.[CH3:17][N:18]([CH3:28])[CH2:19][CH2:20][C:21]1[CH:27]=[CH:26][C:24]([NH2:25])=[CH:23][CH:22]=1.